From a dataset of Forward reaction prediction with 1.9M reactions from USPTO patents (1976-2016). Predict the product of the given reaction. Given the reactants [I:1][C:2]1[CH:3]=[C:4]([NH:8][C:9](=[O:56])[CH2:10][N:11]2[CH:15]=[CH:14][N:13]=[C:12]2[CH2:16][N:17]([CH2:30][C:31]2[N:32]([CH2:36][C:37]([N:39]([CH2:48][C:49]([O:51]C(C)(C)C)=[O:50])[CH2:40][C:41]([O:43]C(C)(C)C)=[O:42])=[O:38])[CH:33]=[CH:34][N:35]=2)[CH2:18][CH2:19][C:20]2[CH:25]=[CH:24][C:23]([S:26](=[O:29])(=[O:28])[NH2:27])=[CH:22][CH:21]=2)[CH:5]=[CH:6][CH:7]=1, predict the reaction product. The product is: [I:1][C:2]1[CH:3]=[C:4]([NH:8][C:9](=[O:56])[CH2:10][N:11]2[CH:15]=[CH:14][N:13]=[C:12]2[CH2:16][N:17]([CH2:30][C:31]2[N:32]([CH2:36][C:37]([N:39]([CH2:48][C:49]([OH:51])=[O:50])[CH2:40][C:41]([OH:43])=[O:42])=[O:38])[CH:33]=[CH:34][N:35]=2)[CH2:18][CH2:19][C:20]2[CH:21]=[CH:22][C:23]([S:26](=[O:28])(=[O:29])[NH2:27])=[CH:24][CH:25]=2)[CH:5]=[CH:6][CH:7]=1.